This data is from Forward reaction prediction with 1.9M reactions from USPTO patents (1976-2016). The task is: Predict the product of the given reaction. (1) The product is: [C:9]1([C:15]([C:25]2[CH:30]=[CH:29][C:28]([CH:31]=[CH:32][C:33]3[NH:34][N:7]=[N:6][N:5]=3)=[CH:27][CH:26]=2)=[C:16]([C:19]2[CH:24]=[CH:23][CH:22]=[CH:21][CH:20]=2)[CH2:17][CH3:18])[CH:10]=[CH:11][CH:12]=[CH:13][CH:14]=1. Given the reactants [Cl-].[Al+3].[Cl-].[Cl-].[N-:5]=[N+:6]=[N-:7].[Na+].[C:9]1([C:15]([C:25]2[CH:30]=[CH:29][C:28]([CH:31]=[CH:32][C:33]#[N:34])=[CH:27][CH:26]=2)=[C:16]([C:19]2[CH:24]=[CH:23][CH:22]=[CH:21][CH:20]=2)[CH2:17][CH3:18])[CH:14]=[CH:13][CH:12]=[CH:11][CH:10]=1, predict the reaction product. (2) The product is: [N:31]1([CH2:30][CH2:29][O:1][C:2]2[CH:7]=[CH:6][N:5]3[N:8]=[C:9]([C:21]4[CH:22]=[CH:23][CH:24]=[CH:25][CH:26]=4)[C:10]([C:11]4[CH:12]=[CH:13][C:14](=[O:20])[N:15]([CH:17]([CH3:19])[CH3:18])[N:16]=4)=[C:4]3[CH:3]=2)[CH2:36][CH2:35][O:34][CH2:33][CH2:32]1. Given the reactants [OH:1][C:2]1[CH:7]=[CH:6][N:5]2[N:8]=[C:9]([C:21]3[CH:26]=[CH:25][CH:24]=[CH:23][CH:22]=3)[C:10]([C:11]3[CH:12]=[CH:13][C:14](=[O:20])[N:15]([CH:17]([CH3:19])[CH3:18])[N:16]=3)=[C:4]2[CH:3]=1.Cl.Cl[CH2:29][CH2:30][N:31]1[CH2:36][CH2:35][O:34][CH2:33][CH2:32]1.C([O-])([O-])=O.[K+].[K+].O, predict the reaction product. (3) Given the reactants [CH3:1][C:2]1[CH:3]=[CH:4][C:5]([S:9][C:10]2[CH:11]=[CH:12][CH:13]=[CH:14][C:15]=2[N:16]2[CH2:21][CH2:20][NH:19][CH2:18][CH2:17]2)=[C:6]([CH3:8])[CH:7]=1.[C:22]([OH:29])(=[O:28])[CH2:23][CH2:24][C:25]([OH:27])=[O:26], predict the reaction product. The product is: [CH3:1][C:2]1[CH:3]=[CH:4][C:5]([S:9][C:10]2[CH:11]=[CH:12][CH:13]=[CH:14][C:15]=2[N:16]2[CH2:17][CH2:18][NH:19][CH2:20][CH2:21]2)=[C:6]([CH3:8])[CH:7]=1.[C:22]([O-:29])(=[O:28])[CH2:23][CH2:24][C:25]([O-:27])=[O:26]. (4) Given the reactants Br[C:2]1[CH:7]=[CH:6][C:5]([C:8]([C:10]2[N:18]3[C:13]([CH:14]=[C:15]([O:19][CH2:20][C:21]4[CH:26]=[CH:25][CH:24]=[CH:23][N:22]=4)[CH:16]=[CH:17]3)=[C:12]([C:27](=[O:32])[C:28]([CH3:31])([CH3:30])[CH3:29])[C:11]=2[CH2:33][C:34]([CH3:41])([CH3:40])[C:35]([O:37][CH2:38][CH3:39])=[O:36])=[O:9])=[CH:4][CH:3]=1.[N:42]1[CH:47]=[CH:46][CH:45]=[C:44](B(O)O)[CH:43]=1.C([O-])([O-])=O.[Na+].[Na+], predict the reaction product. The product is: [CH3:29][C:28]([CH3:31])([CH3:30])[C:27]([C:12]1[C:11]([CH2:33][C:34]([CH3:41])([CH3:40])[C:35]([O:37][CH2:38][CH3:39])=[O:36])=[C:10]([C:8]([C:5]2[CH:6]=[CH:7][C:2]([C:44]3[CH:43]=[N:42][CH:47]=[CH:46][CH:45]=3)=[CH:3][CH:4]=2)=[O:9])[N:18]2[C:13]=1[CH:14]=[C:15]([O:19][CH2:20][C:21]1[CH:26]=[CH:25][CH:24]=[CH:23][N:22]=1)[CH:16]=[CH:17]2)=[O:32]. (5) Given the reactants [Cl:1][C:2]1[CH:7]=[CH:6][C:5]([C:8]2[C:14]3[CH:15]=[C:16]([O:19]CC(OCC)=O)[CH:17]=[CH:18][C:13]=3[N:12]3[C:26]([CH3:29])=[N:27][N:28]=[C:11]3[C@H:10]([CH2:30][C:31]([NH:33][CH2:34][CH3:35])=[O:32])[N:9]=2)=[CH:4][CH:3]=1.Br[CH2:37][CH2:38][CH2:39][C:40]([O:42][CH2:43][CH3:44])=[O:41], predict the reaction product. The product is: [Cl:1][C:2]1[CH:3]=[CH:4][C:5]([C:8]2[C:14]3[CH:15]=[C:16]([O:19][CH2:37][CH2:38][CH2:39][C:40]([O:42][CH2:43][CH3:44])=[O:41])[CH:17]=[CH:18][C:13]=3[N:12]3[C:26]([CH3:29])=[N:27][N:28]=[C:11]3[C@H:10]([CH2:30][C:31]([NH:33][CH2:34][CH3:35])=[O:32])[N:9]=2)=[CH:6][CH:7]=1. (6) Given the reactants [Br:1][C:2]1[CH:7]=[CH:6][C:5]([NH:8][C:9]2[CH:14]=[CH:13][N:12]=[C:11](Cl)[N:10]=2)=[CH:4][CH:3]=1.[CH3:16][O:17][C:18]1[CH:19]=[C:20]2[C:24](=[CH:25][CH:26]=1)[CH2:23][NH:22][CH2:21]2.CCN(C(C)C)C(C)C, predict the reaction product. The product is: [Br:1][C:2]1[CH:7]=[CH:6][C:5]([NH:8][C:9]2[CH:14]=[CH:13][N:12]=[C:11]([N:22]3[CH2:21][C:20]4[C:24](=[CH:25][CH:26]=[C:18]([O:17][CH3:16])[CH:19]=4)[CH2:23]3)[N:10]=2)=[CH:4][CH:3]=1. (7) The product is: [C:1]([O:5][C:6]([N:8]1[C@@H:12]([CH2:13][C:14]2[CH:15]=[CH:16][C:17]([O:20][C:23]3[CH:28]=[CH:27][CH:26]=[CH:25][CH:24]=3)=[CH:18][CH:19]=2)[CH2:11][O:10][C:9]1([CH3:22])[CH3:21])=[O:7])([CH3:4])([CH3:2])[CH3:3]. Given the reactants [C:1]([O:5][C:6]([N:8]1[C@@H:12]([CH2:13][C:14]2[CH:19]=[CH:18][C:17]([OH:20])=[CH:16][CH:15]=2)[CH2:11][O:10][C:9]1([CH3:22])[CH3:21])=[O:7])([CH3:4])([CH3:3])[CH3:2].[C:23]1(B(O)O)[CH:28]=[CH:27][CH:26]=[CH:25][CH:24]=1.ClCCl, predict the reaction product. (8) The product is: [O:4]1[C:8]2=[C:9]([N:13]3[CH2:18][CH2:17][N:16]([CH2:19][CH2:20][C@H:21]4[CH2:26][CH2:25][C@H:24]([NH:27][S:30]([N:29]([CH3:34])[CH3:28])(=[O:32])=[O:31])[CH2:23][CH2:22]4)[CH2:15][CH2:14]3)[N:10]=[CH:11][CH:12]=[C:7]2[CH2:6][CH2:5]1. Given the reactants Cl.Cl.Cl.[O:4]1[C:8]2=[C:9]([N:13]3[CH2:18][CH2:17][N:16]([CH2:19][CH2:20][C@H:21]4[CH2:26][CH2:25][C@H:24]([NH2:27])[CH2:23][CH2:22]4)[CH2:15][CH2:14]3)[N:10]=[CH:11][CH:12]=[C:7]2[CH2:6][CH2:5]1.[CH3:28][N:29]([CH3:34])[S:30](Cl)(=[O:32])=[O:31], predict the reaction product. (9) Given the reactants [Cl:1][C:2]1[CH:7]=[C:6]([O:8][CH3:9])[C:5]([CH:10]2[NH:15][C:14](=[O:16])[CH2:13][CH2:12][CH2:11]2)=[C:4]([O:17][CH3:18])[CH:3]=1.Br[CH2:20][C:21]1[CH:26]=[CH:25][C:24]([O:27][C:28]([F:31])([F:30])[F:29])=[CH:23][CH:22]=1, predict the reaction product. The product is: [Cl:1][C:2]1[CH:3]=[C:4]([O:17][CH3:18])[C:5]([CH:10]2[N:15]([CH2:20][C:21]3[CH:26]=[CH:25][C:24]([O:27][C:28]([F:29])([F:30])[F:31])=[CH:23][CH:22]=3)[C:14](=[O:16])[CH2:13][CH2:12][CH2:11]2)=[C:6]([O:8][CH3:9])[CH:7]=1.